Dataset: Forward reaction prediction with 1.9M reactions from USPTO patents (1976-2016). Task: Predict the product of the given reaction. (1) Given the reactants [CH:1](=O)[CH2:2][CH2:3][CH2:4][CH2:5][CH2:6][CH2:7][CH2:8][CH2:9][CH3:10].[ClH:12].Cl.[C:14]([C:18]1[CH:23]=[CH:22][C:21]([NH:24][C:25]([NH:27][C:28]([NH2:30])=[NH:29])=[NH:26])=[CH:20][CH:19]=1)([CH3:17])([CH3:16])[CH3:15], predict the reaction product. The product is: [ClH:12].[NH2:26][C:25]1[N:24]([C:21]2[CH:22]=[CH:23][C:18]([C:14]([CH3:17])([CH3:16])[CH3:15])=[CH:19][CH:20]=2)[CH:1]([CH2:2][CH2:3][CH2:4][CH2:5][CH2:6][CH2:7][CH2:8][CH2:9][CH3:10])[N:29]=[C:28]([NH2:30])[N:27]=1. (2) Given the reactants Cl[CH2:2][C:3]([NH:5][C:6]1[CH:7]=[C:8]([CH:23]=[CH:24][C:25]=1[O:26][C:27]([F:30])([F:29])[F:28])[C:9]([NH:11][C:12]1[S:13][C:14]([C:17]2[CH:22]=[CH:21][CH:20]=[CH:19][CH:18]=2)=[N:15][N:16]=1)=[O:10])=[O:4].[CH3:31][N:32]1[CH2:38][CH2:37][CH2:36][NH:35][CH2:34][CH2:33]1.[I-].[K+].C(N(C(C)C)C(C)C)C, predict the reaction product. The product is: [CH3:31][N:32]1[CH2:38][CH2:37][CH2:36][N:35]([CH2:2][C:3]([NH:5][C:6]2[CH:7]=[C:8]([CH:23]=[CH:24][C:25]=2[O:26][C:27]([F:30])([F:29])[F:28])[C:9]([NH:11][C:12]2[S:13][C:14]([C:17]3[CH:22]=[CH:21][CH:20]=[CH:19][CH:18]=3)=[N:15][N:16]=2)=[O:10])=[O:4])[CH2:34][CH2:33]1.